This data is from Full USPTO retrosynthesis dataset with 1.9M reactions from patents (1976-2016). The task is: Predict the reactants needed to synthesize the given product. (1) The reactants are: [OH:1][C:2]1[CH:3]=[C:4]([CH2:8][CH2:9][CH2:10][NH:11][C:12]2[N:17]=[C:16]([CH3:18])[C:15]([C:19]([NH:21][C@@H:22]([CH2:26][NH:27][C:28]([C:30]3[S:31][CH:32]=[CH:33][CH:34]=3)=[O:29])[C:23]([OH:25])=[O:24])=[O:20])=[C:14]([CH3:35])[N:13]=2)[CH:5]=[CH:6][CH:7]=1.[CH2:36]([O:38][CH2:39][CH2:40]Br)[CH3:37].[I-].[Na+].C(N(CC)CC)C. Given the product [CH2:36]([O:38][CH2:39][CH2:40][O:24][C:23](=[O:25])[C@@H:22]([NH:21][C:19]([C:15]1[C:16]([CH3:18])=[N:17][C:12]([NH:11][CH2:10][CH2:9][CH2:8][C:4]2[CH:5]=[CH:6][CH:7]=[C:2]([OH:1])[CH:3]=2)=[N:13][C:14]=1[CH3:35])=[O:20])[CH2:26][NH:27][C:28]([C:30]1[S:31][CH:32]=[CH:33][CH:34]=1)=[O:29])[CH3:37], predict the reactants needed to synthesize it. (2) Given the product [C:1]([O:4][C@@H:5]1[CH2:29][CH2:28][C@@:27]2([CH3:30])[CH:7]([CH2:8][C@@H:9]([O:33][C:34](=[O:36])[CH3:35])[C@@H:10]3[C@@H:26]2[CH2:25][C:24](=[O:31])[C@@:23]2([CH3:32])[C@H:11]3[CH2:12][CH2:13][C@@H:14]2[C@H:15]([CH3:22])[CH2:16][CH2:17][C:18]([O:20][CH3:21])=[O:19])[CH2:6]1)(=[O:3])[CH3:2], predict the reactants needed to synthesize it. The reactants are: [C:1]([O:4][C@@H:5]1[CH2:29][CH2:28][C@@:27]2([CH3:30])[CH:7]([CH2:8][C@@H:9]([O:33][C:34](=[O:36])[CH3:35])[C@@H:10]3[C@@H:26]2[CH2:25][C@H:24]([OH:31])[C@@:23]2([CH3:32])[C@H:11]3[CH2:12][CH2:13][C@@H:14]2[C@H:15]([CH3:22])[CH2:16][CH2:17][C:18]([O:20][CH3:21])=[O:19])[CH2:6]1)(=[O:3])[CH3:2].Cl[O-].[Na+]. (3) Given the product [Br:23][C:24]1[CH:25]=[C:26]([F:34])[CH:27]=[C:28]2[C:32]=1[NH:31][C:30](=[O:33])/[C:29]/2=[CH:21]\[C:3]1[NH:4][C:5]2[CH2:11][CH2:10][CH2:9][N:8]([CH2:12][CH2:13][N:14]3[CH2:19][CH2:18][CH2:17][CH2:16][CH2:15]3)[C:7](=[O:20])[C:6]=2[C:2]=1[CH3:1], predict the reactants needed to synthesize it. The reactants are: [CH3:1][C:2]1[C:6]2[C:7](=[O:20])[N:8]([CH2:12][CH2:13][N:14]3[CH2:19][CH2:18][CH2:17][CH2:16][CH2:15]3)[CH2:9][CH2:10][CH2:11][C:5]=2[NH:4][C:3]=1[CH:21]=O.[Br:23][C:24]1[CH:25]=[C:26]([F:34])[CH:27]=[C:28]2[C:32]=1[NH:31][C:30](=[O:33])[CH2:29]2. (4) Given the product [OH:11][CH2:12][C@@H:13]1[CH2:14][N:15]2[CH2:23][CH2:22][CH2:21][C@H:16]2[C:25](=[O:27])[NH:24]1, predict the reactants needed to synthesize it. The reactants are: C1(=O)NCCN2CCCC12.[OH:11][CH2:12][C@@H:13]([NH:24][C:25]([O:27]CC1C=CC=CC=1)=O)[CH2:14][N:15]1[CH2:23][CH2:22][CH2:21][C@H:16]1C(OC)=O.[H][H].